Dataset: Reaction yield outcomes from USPTO patents with 853,638 reactions. Task: Predict the reaction yield, written as a fraction of the theoretical maximum amount of product (1.0 means a 100% yield; for example, 0.34 means a 34% yield). The reactants are [CH3:1][S:2]([NH:5][C:6]1[CH:7]=[C:8]([CH:11]=[CH:12][C:13]=1[O:14][CH2:15][CH2:16][N:17]1[CH2:22][CH2:21][O:20][CH2:19][CH2:18]1)[CH:9]=O)(=[O:4])=[O:3].[I-].[NH:24]1[C:32]2[C:27](=[CH:28][CH:29]=[CH:30][CH:31]=2)[C:26]([CH2:33][P+](C2C=CC=CC=2)(C2C=CC=CC=2)C2C=CC=CC=2)=[N:25]1.C(=O)([O-])[O-].[K+].[K+]. The catalyst is CN(C=O)C. The product is [NH:24]1[C:32]2[C:27](=[CH:28][CH:29]=[CH:30][CH:31]=2)[C:26](/[CH:33]=[CH:9]/[C:8]2[CH:11]=[CH:12][C:13]([O:14][CH2:15][CH2:16][N:17]3[CH2:22][CH2:21][O:20][CH2:19][CH2:18]3)=[C:6]([NH:5][S:2]([CH3:1])(=[O:4])=[O:3])[CH:7]=2)=[N:25]1. The yield is 0.140.